From a dataset of Experimental lipophilicity measurements (octanol/water distribution) for 4,200 compounds from AstraZeneca. Regression/Classification. Given a drug SMILES string, predict its absorption, distribution, metabolism, or excretion properties. Task type varies by dataset: regression for continuous measurements (e.g., permeability, clearance, half-life) or binary classification for categorical outcomes (e.g., BBB penetration, CYP inhibition). For this dataset (lipophilicity_astrazeneca), we predict Y. (1) The drug is COc1cccc2[nH]ncc12. The Y is 2.10 logD. (2) The drug is O=C(O)[C@H](Cc1ccccc1)N1CCC(CN2CCC(Oc3ccc(CO)c(Cl)c3)CC2)CC1. The Y is 0.800 logD.